Dataset: Catalyst prediction with 721,799 reactions and 888 catalyst types from USPTO. Task: Predict which catalyst facilitates the given reaction. (1) Reactant: O[CH2:2][C:3]1([C:7]([OH:9])=O)[CH2:6][O:5][CH2:4]1.[CH3:10]N(C(ON1N=NC2C=CC=NC1=2)=[N+](C)C)C.F[P-](F)(F)(F)(F)F.[CH3:34][C@@H:35]1[NH:41][CH2:40][C:39]2[CH:42]=[CH:43][C:44]([C:46]([O:48][CH3:49])=[O:47])=[CH:45][C:38]=2[O:37][CH2:36]1.CCN(C(C)C)C(C)C. Product: [OH:5][CH2:4][C:3]1([C:7]([N:41]2[CH2:40][C:39]3[CH:42]=[CH:43][C:44]([C:46]([O:48][CH3:49])=[O:47])=[CH:45][C:38]=3[O:37][CH2:36][C@@H:35]2[CH3:34])=[O:9])[CH2:2][CH2:10][CH2:6]1. The catalyst class is: 3. (2) Reactant: [Cl:1][C:2]1[CH:7]=[CH:6][C:5]([C:8]([C:36]2[CH:41]=[CH:40][C:39]([Cl:42])=[CH:38][CH:37]=2)(O)[C:9]2[CH:10]=[C:11]3[C:16](=[CH:17][CH:18]=2)[N:15]=[C:14]([O:19][CH3:20])[N:13]=[C:12]3[NH:21][CH:22]2[CH2:27][CH2:26][N:25](C(OC(C)(C)C)=O)[CH2:24][CH2:23]2)=[CH:4][CH:3]=1.[SiH](CC)(CC)CC.FC(F)(F)C(O)=O. Product: [Cl:1][C:2]1[CH:7]=[CH:6][C:5]([CH:8]([C:36]2[CH:37]=[CH:38][C:39]([Cl:42])=[CH:40][CH:41]=2)[C:9]2[CH:10]=[C:11]3[C:16](=[CH:17][CH:18]=2)[N:15]=[C:14]([O:19][CH3:20])[N:13]=[C:12]3[NH:21][CH:22]2[CH2:23][CH2:24][NH:25][CH2:26][CH2:27]2)=[CH:4][CH:3]=1. The catalyst class is: 4. (3) Reactant: [C:1]([O:5]C([N:8]1[CH2:11][CH:10]([O:12][C:13]2[CH:18]=[C:17]([Cl:19])[CH:16]=[CH:15][C:14]=2[O:20][C@@H:21]([C:23]2[CH:28]=[CH:27][CH:26]=[C:25]([C:29]([F:32])([F:31])[F:30])[CH:24]=2)[CH3:22])[CH2:9]1)=O)(C)(C)C.C(O)(C(F)(F)F)=O.C1(C)C=CC=CC=1. Product: [NH3:8].[CH3:1][OH:5].[Cl:19][C:17]1[CH:16]=[CH:15][C:14]([O:20][C@H:21]([C:23]2[CH:28]=[CH:27][CH:26]=[C:25]([C:29]([F:32])([F:30])[F:31])[CH:24]=2)[CH3:22])=[C:13]([CH:18]=1)[O:12][CH:10]1[CH2:11][NH:8][CH2:9]1. The catalyst class is: 2. (4) Reactant: [F:1][C:2]1[CH:3]=[C:4]2[C:9](=[CH:10][CH:11]=1)[N:8]=[CH:7][CH:6]=[C:5]2[C@@H:12]1[CH2:17][CH2:16][C@H:15]([NH2:18])[CH2:14][CH2:13]1.[Cl:19][C:20]1[CH:25]=[CH:24][C:23]([N:26]=[C:27]=[O:28])=[CH:22][CH:21]=1. Product: [Cl:19][C:20]1[CH:25]=[CH:24][C:23]([NH:26][C:27]([NH:18][C@H:15]2[CH2:16][CH2:17][C@@H:12]([C:5]3[C:4]4[C:9](=[CH:10][CH:11]=[C:2]([F:1])[CH:3]=4)[N:8]=[CH:7][CH:6]=3)[CH2:13][CH2:14]2)=[O:28])=[CH:22][CH:21]=1. The catalyst class is: 1. (5) Reactant: [C:1]([C:3]1[C:8](=[O:9])[N:7]([CH2:10][C:11]2[CH:16]=[CH:15][C:14]([CH3:17])=[CH:13][C:12]=2[CH3:18])[C:6]([C:19]2[CH:24]=[CH:23][CH:22]=[C:21]([C:25]3[CH:33]=[C:32]4[C:28]([CH:29]=[C:30]([C:34]([O:36]CC)=[O:35])[NH:31]4)=[CH:27][CH:26]=3)[N:20]=2)=[CH:5][C:4]=1[C:39]([F:42])([F:41])[F:40])#[N:2].C1COCC1.O.[OH-].[Li+]. Product: [C:1]([C:3]1[C:8](=[O:9])[N:7]([CH2:10][C:11]2[CH:16]=[CH:15][C:14]([CH3:17])=[CH:13][C:12]=2[CH3:18])[C:6]([C:19]2[CH:24]=[CH:23][CH:22]=[C:21]([C:25]3[CH:33]=[C:32]4[C:28]([CH:29]=[C:30]([C:34]([OH:36])=[O:35])[NH:31]4)=[CH:27][CH:26]=3)[N:20]=2)=[CH:5][C:4]=1[C:39]([F:40])([F:41])[F:42])#[N:2]. The catalyst class is: 6. (6) Reactant: [Cl:1][C:2]1[CH:7]=[CH:6][C:5]([S:8]([NH:11][C:12]2[CH:13]=[C:14]3[C:19](=[CH:20][CH:21]=2)[CH:18]=[N+:17]([O-])[CH:16]=[CH:15]3)(=[O:10])=[O:9])=[CH:4][CH:3]=1.C(=O)(O)[O-:24].[Na+]. Product: [Cl:1][C:2]1[CH:7]=[CH:6][C:5]([S:8]([NH:11][C:12]2[CH:13]=[C:14]3[C:19](=[CH:20][CH:21]=2)[C:18]([OH:24])=[N:17][CH:16]=[CH:15]3)(=[O:10])=[O:9])=[CH:4][CH:3]=1. The catalyst class is: 152.